This data is from Reaction yield outcomes from USPTO patents with 853,638 reactions. The task is: Predict the reaction yield, written as a fraction of the theoretical maximum amount of product (1.0 means a 100% yield; for example, 0.34 means a 34% yield). (1) The yield is 0.520. The reactants are [I:1][C:2]1[CH:3]=[C:4]2[C:8](=[CH:9][CH:10]=1)[NH:7][N:6]=[CH:5]2.[CH:11](Br)([CH3:13])[CH3:12].[CH3:15][C:16]([O-])(C)[CH3:17].[K+]. The catalyst is CN(C=O)C.C(OCC)(=O)C. The product is [I:1][C:2]1[CH:3]=[C:4]2[C:8](=[CH:9][CH:10]=1)[N:7]([CH:11]([CH3:13])[CH3:12])[N:6]=[CH:5]2.[I:1][C:2]1[CH:10]=[CH:9][C:8]2[C:4](=[CH:5][N:6]([CH:16]([CH3:17])[CH3:15])[N:7]=2)[CH:3]=1. (2) The reactants are [N+:1]([C:4]1[CH:12]=[CH:11][CH:10]=[CH:9][C:5]=1[CH2:6][CH2:7][OH:8])([O-:3])=[O:2].C(N(CC)CC)C.[S:20](Cl)([C:23]1[CH:29]=[CH:28][C:26]([CH3:27])=[CH:25][CH:24]=1)(=[O:22])=[O:21]. The catalyst is C(Cl)Cl. The product is [S:20]([C:23]1[CH:29]=[CH:28][C:26]([CH3:27])=[CH:25][CH:24]=1)([O:8][CH2:7][CH2:6][C:5]1[CH:9]=[CH:10][CH:11]=[CH:12][C:4]=1[N+:1]([O-:3])=[O:2])(=[O:22])=[O:21]. The yield is 0.920. (3) The reactants are C(OC(=O)[NH:7][C:8]1([CH2:16][N:17]2[C:25]3[C:20](=[CH:21][C:22]([C:26]4[N:30]=[C:29]([C:31]5[CH:36]=[CH:35][C:34]([O:37][CH2:38][CH2:39][CH2:40][CH3:41])=[C:33]([Cl:42])[CH:32]=5)[O:28][N:27]=4)=[CH:23][CH:24]=3)[CH2:19][CH2:18]2)[CH2:13][O:12]C(C)(C)[O:10][CH2:9]1)(C)(C)C.C(OC1C=C(C2ON=C(C3C=CC=C4C=3CCN4CC3(NC(=O)OC(C)(C)C)COC(C)(C)OC3)N=2)C=CC=1OCC)C. No catalyst specified. The product is [NH2:7][C:8]([CH2:16][N:17]1[C:25]2[C:20](=[CH:21][C:22]([C:26]3[N:30]=[C:29]([C:31]4[CH:36]=[CH:35][C:34]([O:37][CH2:38][CH2:39][CH2:40][CH3:41])=[C:33]([Cl:42])[CH:32]=4)[O:28][N:27]=3)=[CH:23][CH:24]=2)[CH2:19][CH2:18]1)([CH2:9][OH:10])[CH2:13][OH:12]. The yield is 0.520. (4) The reactants are [CH2:1]([C:8]1[CH:26]=[CH:25][C:11]([C:12]([NH:14][C:15]2[CH:24]=[CH:23][C:18]([C:19](OC)=[O:20])=[CH:17][CH:16]=2)=[O:13])=[CH:10][CH:9]=1)[CH2:2][CH2:3][CH2:4][CH2:5][CH2:6][CH3:7].O.[NH2:28][NH2:29]. The catalyst is CCO. The product is [CH2:1]([C:8]1[CH:26]=[CH:25][C:11]([C:12]([NH:14][C:15]2[CH:24]=[CH:23][C:18]([C:19]([NH:28][NH2:29])=[O:20])=[CH:17][CH:16]=2)=[O:13])=[CH:10][CH:9]=1)[CH2:2][CH2:3][CH2:4][CH2:5][CH2:6][CH3:7]. The yield is 0.750. (5) The reactants are O[C:2]1[CH:3]=[N:4][CH:5]=[CH:6][C:7]=1[NH:8][C:9](=[O:19])[C:10]1[CH:15]=[CH:14][C:13]([N+:16]([O-:18])=[O:17])=[CH:12][CH:11]=1.[OH-].[Na+]. The catalyst is O. The product is [N+:16]([C:13]1[CH:12]=[CH:11][C:10]([C:9]2[O:19][C:2]3[CH:3]=[N:4][CH:5]=[CH:6][C:7]=3[N:8]=2)=[CH:15][CH:14]=1)([O-:18])=[O:17]. The yield is 0.730. (6) The reactants are [C:1]([NH2:5])([CH3:4])([CH3:3])[CH3:2].[Cl:6][CH2:7][CH2:8][CH2:9][S:10](Cl)(=[O:12])=[O:11]. The catalyst is C1COCC1. The product is [C:1]([NH:5][S:10]([CH2:9][CH2:8][CH2:7][Cl:6])(=[O:12])=[O:11])([CH3:4])([CH3:3])[CH3:2]. The yield is 0.990.